From a dataset of Forward reaction prediction with 1.9M reactions from USPTO patents (1976-2016). Predict the product of the given reaction. (1) Given the reactants Br[C:2]1[CH:3]=[C:4]([N:8]2[C:16]3[CH2:15][CH2:14][CH2:13][C:12]([OH:18])([CH3:17])[C:11]=3[C:10]([C:19]([O:21][CH2:22][CH3:23])=[O:20])=[N:9]2)[CH:5]=[CH:6][CH:7]=1.[C:24]([C@:26]1([OH:33])[CH2:30][CH2:29][N:28]([CH3:31])[C:27]1=[O:32])#[CH:25], predict the reaction product. The product is: [OH:18][C:12]1([CH3:17])[CH2:13][CH2:14][CH2:15][C:16]2[N:8]([C:4]3[CH:5]=[CH:6][CH:7]=[C:2]([C:25]#[C:24][C@:26]4([OH:33])[CH2:30][CH2:29][N:28]([CH3:31])[C:27]4=[O:32])[CH:3]=3)[N:9]=[C:10]([C:19]([O:21][CH2:22][CH3:23])=[O:20])[C:11]1=2. (2) Given the reactants [C:1]([O:5][C:6]([NH:8][C@H:9]([C:11]([OH:13])=O)[CH3:10])=[O:7])([CH3:4])([CH3:3])[CH3:2].Cl.C[N:16]([CH3:25])CCCN=C=NCC.[OH2:26].ON1[C:32]2C=CC=[CH:36][C:31]=2[N:30]=N1.[CH:37]([N:40]([CH2:44][CH3:45])[CH:41]([CH3:43])C)([CH3:39])C.[Cl:46][C:47]1[CH:52]=[CH:51][C:50]([C:53]2[S:54][CH:55]=[C:56]([CH2:58][S:59][C:60]3[C:65]([C:66]#[N:67])=[C:64]([C:68]4[CH:82]=[CH:81][C:71]([O:72][CH2:73]CN[C@H](C(O)=O)C)=[CH:70][CH:69]=4)C(C#N)=C(N4CCCC4)[N:61]=3)[N:57]=2)=[CH:49][CH:48]=1.FC(F)(F)[C:92](O)=[O:93], predict the reaction product. The product is: [C:1]([O:5][C:6]([NH:8][C@H:9]([C:11]([NH:30][C@H:31]([C:32]([O:93][CH2:92][CH2:73][O:72][C:71]1[CH:70]=[CH:69][C:68]([C:64]2[C:45]([C:25]#[N:16])=[C:44]([N:40]3[CH2:37][CH2:39][CH2:43][CH2:41]3)[N:61]=[C:60]([S:59][CH2:58][C:56]3[N:57]=[C:53]([C:50]4[CH:49]=[CH:48][C:47]([Cl:46])=[CH:52][CH:51]=4)[S:54][CH:55]=3)[C:65]=2[C:66]#[N:67])=[CH:82][CH:81]=1)=[O:26])[CH3:36])=[O:13])[CH3:10])=[O:7])([CH3:2])([CH3:3])[CH3:4]. (3) Given the reactants [O:1]=[C:2]1[C:11]([CH:12]2[CH2:17][CH2:16][N:15]([C:18]([O:20][CH:21]([CH2:36][C:37]3[CH:45]=[C:44]([CH3:46])[C:43]4[C:39](=[CH:40][N:41](COCC[Si](C)(C)C)[N:42]=4)[CH:38]=3)[C:22](=[O:35])[N:23]3[CH2:28][CH2:27][CH:26]([N:29]4[CH2:34][CH2:33][CH2:32][CH2:31][CH2:30]4)[CH2:25][CH2:24]3)=[O:19])[CH2:14][CH2:13]2)=[CH:10][C:9]2[C:4](=[CH:5][CH:6]=[CH:7][CH:8]=2)[NH:3]1, predict the reaction product. The product is: [O:1]=[C:2]1[C:11]([CH:12]2[CH2:13][CH2:14][N:15]([C:18]([O:20][CH:21]([CH2:36][C:37]3[CH:38]=[C:39]4[C:43](=[C:44]([CH3:46])[CH:45]=3)[NH:42][N:41]=[CH:40]4)[C:22](=[O:35])[N:23]3[CH2:24][CH2:25][CH:26]([N:29]4[CH2:30][CH2:31][CH2:32][CH2:33][CH2:34]4)[CH2:27][CH2:28]3)=[O:19])[CH2:16][CH2:17]2)=[CH:10][C:9]2[C:4](=[CH:5][CH:6]=[CH:7][CH:8]=2)[NH:3]1. (4) The product is: [Br:24][C:23]1[C:14]([NH:13][C:10](=[O:11])[CH2:9][O:8][CH3:7])=[C:15]([CH:20]=[CH:21][CH:22]=1)[C:16]([NH:18][CH3:19])=[O:17]. Given the reactants N1C=CC=CC=1.[CH3:7][O:8][CH2:9][C:10](Cl)=[O:11].[NH2:13][C:14]1[C:23]([Br:24])=[CH:22][CH:21]=[CH:20][C:15]=1[C:16]([NH:18][CH3:19])=[O:17].Cl, predict the reaction product. (5) Given the reactants [CH3:1][O:2][C:3]([C:5]1[CH:10]=[CH:9][C:8](B(O)O)=[CH:7][CH:6]=1)=[O:4].[C:14]([N:17]1[CH2:21][CH2:20][NH:19][C:18]1=[O:22])(=[O:16])[CH3:15].C(Cl)Cl.C(N(CC)CC)C, predict the reaction product. The product is: [C:14]([N:17]1[CH2:21][CH2:20][N:19]([C:8]2[CH:9]=[CH:10][C:5]([C:3]([O:2][CH3:1])=[O:4])=[CH:6][CH:7]=2)[C:18]1=[O:22])(=[O:16])[CH3:15]. (6) Given the reactants [Br:1][C:2]1[CH:3]=[C:4]([C:10]([N:12]2[CH2:17][CH2:16][CH2:15][CH2:14][CH2:13]2)=O)[CH:5]=[C:6]([F:9])[C:7]=1[F:8].B.C1COCC1.C([O-])(O)=O.[Na+], predict the reaction product. The product is: [Br:1][C:2]1[CH:3]=[C:4]([CH:5]=[C:6]([F:9])[C:7]=1[F:8])[CH2:10][N:12]1[CH2:13][CH2:14][CH2:15][CH2:16][CH2:17]1. (7) Given the reactants [Br:1][C:2]1[CH:7]=[CH:6][C:5]([C:8](=[N:22][O:23][CH2:24][CH3:25])[CH:9]2[CH2:14][CH2:13][N:12]([C:15]3([CH3:21])[CH2:20][CH2:19][NH:18][CH2:17][CH2:16]3)[CH2:11][CH2:10]2)=[CH:4][CH:3]=1.[NH:26]1[C:34]2[C:29](=[CH:30][CH:31]=[CH:32][CH:33]=2)[CH:28]=[C:27]1[C:35](O)=[O:36].CCN(CC)CC.CN(C(ON1N=NC2C=CC=NC1=2)=[N+](C)C)C.F[P-](F)(F)(F)(F)F, predict the reaction product. The product is: [Br:1][C:2]1[CH:7]=[CH:6][C:5]([C:8](=[N:22][O:23][CH2:24][CH3:25])[CH:9]2[CH2:10][CH2:11][N:12]([C:15]3([CH3:21])[CH2:20][CH2:19][N:18]([C:35]([C:27]4[NH:26][C:34]5[C:29]([CH:28]=4)=[CH:30][CH:31]=[CH:32][CH:33]=5)=[O:36])[CH2:17][CH2:16]3)[CH2:13][CH2:14]2)=[CH:4][CH:3]=1. (8) Given the reactants [CH3:1][O:2][C:3]1[CH:4]=[C:5]2[C:10](=[CH:11][C:12]=1[O:13][CH3:14])[N:9]=[CH:8][CH:7]=[C:6]2[O:15][C:16]1[CH:22]=[CH:21][C:19]([NH2:20])=[CH:18][CH:17]=1.Cl[C:24](Cl)([O:26][C:27](=[O:33])OC(Cl)(Cl)Cl)Cl.[CH:35]1(O)[CH2:39]C[CH2:37][CH2:36]1.C(=O)(O)[O-].[Na+], predict the reaction product. The product is: [CH3:1][O:2][C:3]1[CH:4]=[C:5]2[C:10](=[CH:11][C:12]=1[O:13][CH3:14])[N:9]=[CH:8][CH:7]=[C:6]2[O:15][C:16]1[CH:22]=[CH:21][C:19]([NH:20][C:27](=[O:33])[O:26][CH:24]2[CH2:37][CH2:36][CH2:35][CH2:39]2)=[CH:18][CH:17]=1. (9) Given the reactants Cl[C:2]1[C:11]2[C:6](=[CH:7][C:8]([F:13])=[CH:9][C:10]=2[F:12])[N:5]=[C:4]([C:14]2[CH:19]=[CH:18][CH:17]=[CH:16][C:15]=2[S:20]([CH3:23])(=[O:22])=[O:21])[C:3]=1[CH3:24].[O:25]1[CH2:30][CH2:29][N:28]([C:31]2[CH:37]=[CH:36][C:35]([N:38]3[CH2:43][CH2:42][O:41][CH2:40][CH2:39]3)=[CH:34][C:32]=2[NH2:33])[CH2:27][CH2:26]1, predict the reaction product. The product is: [N:28]1([C:31]2[CH:37]=[CH:36][C:35]([N:38]3[CH2:39][CH2:40][O:41][CH2:42][CH2:43]3)=[CH:34][C:32]=2[NH:33][C:2]2[C:11]3[C:6](=[CH:7][C:8]([F:13])=[CH:9][C:10]=3[F:12])[N:5]=[C:4]([C:14]3[CH:19]=[CH:18][CH:17]=[CH:16][C:15]=3[S:20]([CH3:23])(=[O:22])=[O:21])[C:3]=2[CH3:24])[CH2:29][CH2:30][O:25][CH2:26][CH2:27]1.